Dataset: Peptide-MHC class II binding affinity with 134,281 pairs from IEDB. Task: Regression. Given a peptide amino acid sequence and an MHC pseudo amino acid sequence, predict their binding affinity value. This is MHC class II binding data. (1) The peptide sequence is KRVVASLMRGLSSRK. The MHC is DRB5_0101 with pseudo-sequence DRB5_0101. The binding affinity (normalized) is 0.872. (2) The peptide sequence is DFDGRSEFAYGSFVR. The MHC is HLA-DPA10301-DPB10402 with pseudo-sequence HLA-DPA10301-DPB10402. The binding affinity (normalized) is 0.186. (3) The peptide sequence is YDKFLWNVSTVLTGK. The MHC is DRB1_0401 with pseudo-sequence DRB1_0401. The binding affinity (normalized) is 0.573. (4) The binding affinity (normalized) is 0.360. The peptide sequence is PAVKYIEPDMIVNAT. The MHC is HLA-DPA10103-DPB10301 with pseudo-sequence HLA-DPA10103-DPB10301. (5) The peptide sequence is YANYRDIDLGRNEVV. The MHC is DRB1_1302 with pseudo-sequence DRB1_1302. The binding affinity (normalized) is 0.552. (6) The peptide sequence is AEHQAIIRDVLTASD. The MHC is DRB1_1001 with pseudo-sequence DRB1_1001. The binding affinity (normalized) is 0.398. (7) The peptide sequence is GGVFHTMWHVTRGAF. The MHC is HLA-DQA10501-DQB10303 with pseudo-sequence HLA-DQA10501-DQB10303. The binding affinity (normalized) is 0.532.